Dataset: TCR-epitope binding with 47,182 pairs between 192 epitopes and 23,139 TCRs. Task: Binary Classification. Given a T-cell receptor sequence (or CDR3 region) and an epitope sequence, predict whether binding occurs between them. (1) The epitope is LLWNGPMAV. The TCR CDR3 sequence is CSARAEGGELFF. Result: 1 (the TCR binds to the epitope). (2) The epitope is ALSKGVHFV. The TCR CDR3 sequence is CASSQDILGSPLHF. Result: 1 (the TCR binds to the epitope). (3) The epitope is GLNKIVRMY. The TCR CDR3 sequence is CASSEPPVAQETQYF. Result: 0 (the TCR does not bind to the epitope). (4) The epitope is LLFGYPVYV. The TCR CDR3 sequence is CASSFLQGSSEAFF. Result: 0 (the TCR does not bind to the epitope). (5) The epitope is SLFNTVATLY. The TCR CDR3 sequence is CASSLGLGSAKNIQYF. Result: 0 (the TCR does not bind to the epitope).